This data is from Experimentally validated miRNA-target interactions with 360,000+ pairs, plus equal number of negative samples. The task is: Binary Classification. Given a miRNA mature sequence and a target amino acid sequence, predict their likelihood of interaction. (1) The miRNA is gga-miR-124a-3p with sequence UUAAGGCACGCGGUGAAUGCCA. The protein sequence of the target gene is MEAVIEKECSALGGLFQTIISDMKGSYPVWEDFINKAGKLQSQLRTTVVAAAAFLDAFQKVADMATNTRGGTREIGSALTRMCMRHRSIEAKLRQFSSALIDCLINPLQEQMEEWKKVANQLDKDHAKEYKKARQEIKKKSSDTLKLQKKAKKGRGDIQPQLDSALQDVNDKYLLLEETEKQAVRKALIEERGRFCTFISMLRPVIEEEISMLGEITHLQTISEDLKSLTMDPHKLPSSSEQVILDLKGSDYSWSYQTPPSSPSTTMSRKSSVCSSLNSVNSSDSRSSGSHSHSPSSHYR.... Result: 0 (no interaction). (2) The miRNA is hsa-miR-337-3p with sequence CUCCUAUAUGAUGCCUUUCUUC. The protein sequence of the target gene is MLGARAWLGRVLLLPRAGAGLAASRRGSSSRDKDRSATVSSSVPMPAGGKGSHPSSTPQRVPNRLIHEKSPYLLQHAYNPVDWYPWGQEAFDKARKENKPIFLSVGYSTCHWCHMMEEESFQNEEIGRLLSEDFVSVKVDREERPDVDKVYMTFVQATSSGGGWPMNVWLTPNLQPFVGGTYFPPEDGLTRVGFRTVLLRIREQWKQNKNTLLENSQRVTTALLARSEISVGDRQLPPSAATVNNRCFQQLDEGYDEEYGGFAEAPKFPTPVILSFLFSYWLSHRLTQDGSRAQQMALHT.... Result: 0 (no interaction). (3) The miRNA is hsa-miR-8058 with sequence CUGGACUUUGAUCUUGCCAUAA. The protein sequence of the target gene is MSVPQIHVEEVGAEEGAGAAAPPDDHLRSLKALTEKLRLETRRPSYLEWQARLEEHTWPFPRPAAEPQASLEEGERGGQEPLLPLREAGQHPPSARSASQGARPLSTGKLEGFQSIDEAIAWLRKELTEMRLQDQQLARQLMRLRGDINKLKIEHTCRLHRRMLNDATYELEERDELADLFCDSPLASSFSLSTPLKLIGVTKMNINSRRFSLC. Result: 0 (no interaction). (4) The miRNA is hsa-miR-493-3p with sequence UGAAGGUCUACUGUGUGCCAGG. The protein sequence of the target gene is MVDYHAANQAYQYGPNSGGGNGAGGGGSMGDYMAQEDDWDRDLLLDPAWEKQQRKTFTAWCNSHLRKAGTQIENIDEDFRDGLKLMLLLEVISGERLPKPERGKMRVHKINNVNKALDFIASKGVKLVSIGAEEIVDGNAKMTLGMIWTIILRFAIQDISVEETSAKEGLLLWCQRKTAPYKNVNVQNFHISWKDGLAFNALIHRHRPELIEYDKLRKDDPVTNLNNAFEVAEKYLDIPKMLDAEDIVNTARPDEKAIMTYVSSFYHAFSGAQKAETAANRICKVLAVNQENEHLMEDYE.... Result: 0 (no interaction). (5) The miRNA is mmu-miR-291a-3p with sequence AAAGUGCUUCCACUUUGUGUGC. The protein sequence of the target gene is MKSVLLLTTLLVPAHLVAAWSNNYAVDCPQHCDSSECKSSPRCKRTVLDDCGCCRVCAAGRGETCYRTVSGMDGMKCGPGLRCQPSNGEDPFGEEFGICKDCPYGTFGMDCRETCNCQSGICDRGTGKCLKFPFFQYSVTKSSNRFVSLTEHDMASGDGNIVREEVVKENAAGSPVMRKWLNPR. Result: 0 (no interaction). (6) The miRNA is rno-miR-30c-5p with sequence UGUAAACAUCCUACACUCUCAGC. The protein sequence of the target gene is MDISKGLPGMQGGLHIWISENRKMVPVPEGAYGNFFEEHCYVILHVPQSPKATQGASSDLHYWVGKQAGAEAQGAAEAFQQRLQDELGGQTVLHREAQGHESDCFCSYFRPGIIYRKGGLASDLKHVETNLFNIQRLLHIKGRKHVSATEVELSWNSFNKGDIFLLDLGKMMIQWNGPKTSISEKARGLALTYSLRDRERGGGRAQIGVVDDEAKAPDLMQIMEAVLGRRVGSLRAATPSKDINQLQKANVRLYHVYEKGKDLVVLELATPPLTQDLLQEEDFYILDQGGFKIYVWQGRM.... Result: 0 (no interaction). (7) The miRNA is hsa-miR-455-3p with sequence GCAGUCCAUGGGCAUAUACAC. The protein sequence of the target gene is MRELAIEIGVRALLFGVFVFTEFLDPFQRVIQPEEIWLYKNPLVQSDNIPTRLMFAISFLTPLAVICVVKIIRRTDKTEIKEAFLAVSLALALNGVCTNTIKLIVGRPRPDFFYRCFPDGVMNSEMHCTGDPDLVSEGRKSFPSIHSSFAFSGLGFTTFYLAGKLHCFTESGRGKSWRLCAAILPLYCAMMIALSRMCDYKHHWQDSFVGGVIGLIFAYICYRQHYPPLANTACHKPYVSLRVPASLKKEERPTADSAPSLPLEGITEGPV. Result: 1 (interaction). (8) The miRNA is hsa-miR-5694 with sequence CAGAUCAUGGGACUGUCUCAG. The protein sequence of the target gene is MTLTKGSFTYSSGEEYRGEWKEGRRHGFGQLMFADGGTYLGHFENGLFNGFGVLTFSDGSRYEGEFAQGKFNGVGVFIRYDNMTFEGEFKNGRVDGFGLLTFPDGSHGIPRNEGLFENNKLLRREKCSAIVQRAQSASKSARNLTA. Result: 1 (interaction). (9) The miRNA is hsa-miR-6851-5p with sequence AGGAGGUGGUACUAGGGGCCAGC. The protein sequence of the target gene is MEVTGDAGVPESGEIRTLKPCLLRRNYSREQHGVAASCLEDLRSKACDILAIDKSLTPVTLVLAEDGTIVDDDDYFLCLPSNTKFVALASNEKWAYNNSDGGTAWISQESFDVDETDSGAGLKWKNVARQLKEDLSSIILLSEEDLQMLVDAPCSDLAQELRQSCATVQRLQHTLQQVLDQREEVRQSKQLLQLYLQALEKEGSLLSKQEESKAAFGEEVDAVDTGISRETSSDVALASHILTALREKQAPELSLSSQDLELVTKEDPKALAVALNWDIKKTETVQEACERELALRLQQT.... Result: 1 (interaction). (10) The miRNA is hsa-miR-6779-5p with sequence CUGGGAGGGGCUGGGUUUGGC. Result: 1 (interaction). The protein sequence of the target gene is MKRHEMAAKPPAMCSHFAKDLRPEQYIKNSFQQVILRRYGKCGYQKGCKSVDEHKLHKGGHKGLNRCVTTTQSKIVQCDKYVKVFHKYSNAKRHKIRHTGKNPFKCKECGKSFCMLSQLTQHEIIHTGEKPYKCEECGKAFKKSSNLTNHKIIHTGEKPYKCEECGKAFNQSSTLTRHKIIHTGEKLYKCEECGKAFNRSSNLTKHKIVHTGEKPYKCEECGKAFKQSSNLTNHKKIHTGEKPYKCGECGKAFTLSSHLTTHKRIHTGEKPYKCEECGKAFSVFSTLTKHKIIHTEEKPY....